This data is from Forward reaction prediction with 1.9M reactions from USPTO patents (1976-2016). The task is: Predict the product of the given reaction. (1) Given the reactants [C:1]1([C:11]([OH:13])=O)[C:10]2[C:5](=[CH:6][CH:7]=[CH:8][CH:9]=2)[CH:4]=[CH:3][CH:2]=1.[C:14]1([S:20][CH3:21])[CH:19]=[CH:18][CH:17]=[CH:16][CH:15]=1, predict the reaction product. The product is: [CH3:21][S:20][C:14]1[CH:19]=[CH:18][C:17]([C:11]([C:1]2[C:10]3[C:5](=[CH:6][CH:7]=[CH:8][CH:9]=3)[CH:4]=[CH:3][CH:2]=2)=[O:13])=[CH:16][CH:15]=1. (2) Given the reactants N1C=CC=CC=1.F[C:8](F)(F)[C:9]([O:11][C:12]1[C:17]([F:18])=[C:16]([F:19])[C:15]([F:20])=[C:14]([F:21])[C:13]=1[F:22])=[O:10].[N:25]([C:31]([O:33][CH2:34][C:35]1[CH:40]=[CH:39][CH:38]=[CH:37][CH:36]=1)=[O:32])(CC(O)=O)[CH3:26], predict the reaction product. The product is: [N:25]([C:31]([O:33][CH2:34][C:35]1[CH:40]=[CH:39][CH:38]=[CH:37][CH:36]=1)=[O:32])([CH2:8][C:9]([O:11][C:12]1[C:17]([F:18])=[C:16]([F:19])[C:15]([F:20])=[C:14]([F:21])[C:13]=1[F:22])=[O:10])[CH3:26]. (3) Given the reactants [C:1]([C:5]1[N:14]=[C:8]2[CH:9]=[CH:10][C:11](I)=[CH:12][N:7]2[N:6]=1)([CH3:4])([CH3:3])[CH3:2].[C:15]1([C:21]#[CH:22])[CH:20]=[CH:19][CH:18]=[CH:17][CH:16]=1, predict the reaction product. The product is: [C:1]([C:5]1[N:14]=[C:8]2[CH:9]=[CH:10][C:11]([C:22]#[C:21][C:15]3[CH:20]=[CH:19][CH:18]=[CH:17][CH:16]=3)=[CH:12][N:7]2[N:6]=1)([CH3:4])([CH3:3])[CH3:2]. (4) Given the reactants F[P-](F)(F)(F)(F)F.C[N+](C)=C(N(C)C)ON1C2N=CC=CC=2N=N1.[C:25]([O:29][C:30]([NH:32][C:33]1[CH:37]=[CH:36][S:35][C:34]=1[C:38]([OH:40])=O)=[O:31])([CH3:28])([CH3:27])[CH3:26].[NH2:41][C:42]1[CH:47]=[CH:46][CH:45]=[CH:44][CH:43]=1.C(N(CC)C(C)C)(C)C, predict the reaction product. The product is: [NH:41]([C:38]([C:34]1[S:35][CH:36]=[CH:37][C:33]=1[NH:32][C:30](=[O:31])[O:29][C:25]([CH3:26])([CH3:27])[CH3:28])=[O:40])[C:42]1[CH:47]=[CH:46][CH:45]=[CH:44][CH:43]=1. (5) The product is: [F:1][C:2]([F:17])([F:16])[C:3]1[CH:4]=[C:5]([CH:9]=[C:10]([C:12]([F:15])([F:14])[F:13])[CH:11]=1)[C:6]([Cl:23])=[O:7]. Given the reactants [F:1][C:2]([F:17])([F:16])[C:3]1[CH:4]=[C:5]([CH:9]=[C:10]([C:12]([F:15])([F:14])[F:13])[CH:11]=1)[C:6](F)=[O:7].[Cl-].[Al+3].[Cl-].[Cl-].[Si](Cl)(Cl)(Cl)[Cl:23], predict the reaction product. (6) Given the reactants [N:1]1([C:6]2[CH:13]=[CH:12][C:9]([CH:10]=[O:11])=[CH:8][CH:7]=2)[CH:5]=[CH:4][CH:3]=[N:2]1.[CH:14](Br)(Br)Br.[OH-:18].[K+:19].[CH3:20][OH:21], predict the reaction product. The product is: [N:1]1([C:6]2[CH:13]=[CH:12][C:9]([CH:10]([O:11][CH3:14])[C:20]([O-:21])=[O:18])=[CH:8][CH:7]=2)[CH:5]=[CH:4][CH:3]=[N:2]1.[K+:19]. (7) Given the reactants [Br:1][C:2]1[CH:7]=[C:6]([O:8][CH3:9])[C:5]([O:10][CH3:11])=[CH:4][C:3]=1[CH2:12][C:13]([OH:15])=O.C(Cl)(=O)C(Cl)=O.OC(C(F)(F)F)=O.[NH:29]1[CH2:33][CH2:32][C:31]([C:34]2[CH:39]=[CH:38][C:37]([NH:40][S:41]([CH3:44])(=[O:43])=[O:42])=[CH:36][CH:35]=2)=[N:30]1.N1C=CC=CC=1, predict the reaction product. The product is: [Br:1][C:2]1[CH:7]=[C:6]([O:8][CH3:9])[C:5]([O:10][CH3:11])=[CH:4][C:3]=1[CH2:12][C:13]([N:29]1[CH2:33][CH2:32][C:31]([C:34]2[CH:35]=[CH:36][C:37]([NH:40][S:41]([CH3:44])(=[O:43])=[O:42])=[CH:38][CH:39]=2)=[N:30]1)=[O:15]. (8) Given the reactants C[Si](C)(C)N[Si](C)(C)C.[Li].[CH3:11][C:12]([C:14]1[CH:15]=[CH:16][C:17]([OH:21])=[CH:18][C:19]=1[OH:20])=[O:13].C([O:24][C:25](=O)[C:26]1[CH:31]=[C:30]([O:32][CH2:33][C:34]2[CH:39]=[CH:38][CH:37]=[CH:36][CH:35]=2)[CH:29]=[C:28]([O:40][CH2:41][C:42]2[CH:47]=[CH:46][CH:45]=[CH:44][CH:43]=2)[CH:27]=1)C.Cl, predict the reaction product. The product is: [CH2:41]([O:40][C:28]1[CH:27]=[C:26]([C:25](=[O:24])[CH2:11][C:12]([C:14]2[CH:15]=[CH:16][C:17]([OH:21])=[CH:18][C:19]=2[OH:20])=[O:13])[CH:31]=[C:30]([O:32][CH2:33][C:34]2[CH:35]=[CH:36][CH:37]=[CH:38][CH:39]=2)[CH:29]=1)[C:42]1[CH:43]=[CH:44][CH:45]=[CH:46][CH:47]=1. (9) Given the reactants [C:1]([O:5][C:6]([N:8]1[C@@H:17]([C:18](O)=[O:19])[CH2:16][C:15]2[C:10](=[CH:11][CH:12]=[CH:13][CH:14]=2)[CH2:9]1)=[O:7])([CH3:4])([CH3:3])[CH3:2].C(N(CC)CC)C.ClC(OCC)=O.[BH4-].[Na+], predict the reaction product. The product is: [OH:19][CH2:18][C@H:17]1[CH2:16][C:15]2[C:10](=[CH:11][CH:12]=[CH:13][CH:14]=2)[CH2:9][N:8]1[C:6]([O:5][C:1]([CH3:4])([CH3:3])[CH3:2])=[O:7]. (10) Given the reactants C1(C)C=CC(S([O-])(=O)=O)=CC=1.[NH+]1C=CC=CC=1.[CH3:18][O:19][C:20](=[O:75])[C:21]1[CH:26]=[CH:25][C:24]([CH3:27])=[C:23]([N:28]2[C:33]([CH3:34])=[CH:32][C:31]([O:35][CH2:36][C:37]3[CH:42]=[CH:41][CH:40]=[CH:39][C:38]=3[CH2:43][NH:44][C:45]([NH:47][C:48]3[N:49]([C:57]4[CH:62]=[CH:61][CH:60]=[C:59]([O:63][CH2:64][CH2:65][O:66]C5CCCCO5)[CH:58]=4)[N:50]=[C:51]([C:53]([CH3:56])([CH3:55])[CH3:54])[CH:52]=3)=[O:46])=[C:30]([Cl:73])[C:29]2=[O:74])[CH:22]=1, predict the reaction product. The product is: [CH3:18][O:19][C:20](=[O:75])[C:21]1[CH:26]=[CH:25][C:24]([CH3:27])=[C:23]([N:28]2[C:33]([CH3:34])=[CH:32][C:31]([O:35][CH2:36][C:37]3[CH:42]=[CH:41][CH:40]=[CH:39][C:38]=3[CH2:43][NH:44][C:45]([NH:47][C:48]3[N:49]([C:57]4[CH:62]=[CH:61][CH:60]=[C:59]([O:63][CH2:64][CH2:65][OH:66])[CH:58]=4)[N:50]=[C:51]([C:53]([CH3:56])([CH3:55])[CH3:54])[CH:52]=3)=[O:46])=[C:30]([Cl:73])[C:29]2=[O:74])[CH:22]=1.